From a dataset of Full USPTO retrosynthesis dataset with 1.9M reactions from patents (1976-2016). Predict the reactants needed to synthesize the given product. Given the product [CH3:19][C:35]([CH3:36])([O:34][Si:14]([CH3:17])([CH3:16])[CH3:15])[CH2:4][N+:1]([O-:3])=[O:2], predict the reactants needed to synthesize it. The reactants are: [N+:1]([CH3:4])([O-:3])=[O:2].CN(C)C(=N)N(C)C.Cl[Si:14]([CH3:17])([CH3:16])[CH3:15].N1C=CN=[CH:19]1.C[Si](C1NC=CN=1)(C)C.CC[O:34][CH2:35][CH3:36].